From a dataset of Peptide-MHC class I binding affinity with 185,985 pairs from IEDB/IMGT. Regression. Given a peptide amino acid sequence and an MHC pseudo amino acid sequence, predict their binding affinity value. This is MHC class I binding data. (1) The peptide sequence is HEVHAVWPG. The MHC is HLA-B40:01 with pseudo-sequence HLA-B40:01. The binding affinity (normalized) is 0.0847. (2) The peptide sequence is LSPAHLINK. The MHC is HLA-A33:01 with pseudo-sequence HLA-A33:01. The binding affinity (normalized) is 0.0308. (3) The peptide sequence is FPQSNAPIQ. The MHC is HLA-B53:01 with pseudo-sequence HLA-B53:01. The binding affinity (normalized) is 0.608. (4) The peptide sequence is LMMMLPATL. The MHC is HLA-A02:01 with pseudo-sequence HLA-A02:01. The binding affinity (normalized) is 0.713. (5) The peptide sequence is IPRRNVATL. The MHC is HLA-A02:02 with pseudo-sequence HLA-A02:02. The binding affinity (normalized) is 0.